Predict which catalyst facilitates the given reaction. From a dataset of Catalyst prediction with 721,799 reactions and 888 catalyst types from USPTO. (1) Reactant: OC(C)(C)[C@@H:3]([NH:11][C:12](=[O:18])[O:13][C:14]([CH3:17])([CH3:16])C)[C:4]1[CH:9]=[CH:8][CH:7]=[CH:6][C:5]=1[CH3:10].CC(C)([O-])C.[K+].CCOC(C)=O. Product: [CH3:17][C:14]1([CH3:16])[O:13][C:12](=[O:18])[NH:11][C@H:3]1[C:4]1[CH:9]=[CH:8][CH:7]=[CH:6][C:5]=1[CH3:10]. The catalyst class is: 134. (2) Reactant: Cl[C:2]1[N:3]=[CH:4][C:5]2[N:11]([CH3:12])[C:10](=[O:13])[CH2:9][CH2:8][N:7]([CH2:14][CH2:15][O:16][CH3:17])[C:6]=2[N:18]=1.[NH2:19][C:20]1[CH:28]=[CH:27][C:23]([C:24]([OH:26])=[O:25])=[CH:22][C:21]=1[O:29][CH3:30].C(O)C. Product: [CH3:30][O:29][C:21]1[CH:22]=[C:23]([CH:27]=[CH:28][C:20]=1[NH:19][C:2]1[N:3]=[CH:4][C:5]2[N:11]([CH3:12])[C:10](=[O:13])[CH2:9][CH2:8][N:7]([CH2:14][CH2:15][O:16][CH3:17])[C:6]=2[N:18]=1)[C:24]([OH:26])=[O:25]. The catalyst class is: 126. (3) Reactant: [OH:1][CH:2]([CH2:10][CH3:11])[C:3]#[C:4][CH2:5][C:6]([O:8][CH3:9])=[O:7].N1C=CC=CC=1.[C:18](Cl)(=[O:20])[CH3:19]. Product: [C:18]([O:1][CH:2]([CH2:10][CH3:11])[C:3]#[C:4][CH2:5][C:6]([O:8][CH3:9])=[O:7])(=[O:20])[CH3:19]. The catalyst class is: 4. (4) Reactant: C(O)(C(F)(F)F)=O.[CH2:8]([C@@H:15]([CH2:35][CH2:36][C@@H:37]([C:47](=[O:65])[NH:48][C@H:49]1[CH2:55][CH2:54][S:53][C@H:52]2[CH2:56][CH2:57][CH2:58][C@@H:59]([C:60]([O:62][CH3:63])=[O:61])[N:51]2[C:50]1=[O:64])[CH2:38][CH2:39][C:40]([O:42]C(C)(C)C)=[O:41])[C:16]([NH:18][C@H:19]1[CH2:25][CH2:24][S:23][C@H:22]2[CH2:26][CH2:27][CH2:28][C@@H:29]([C:30]([O:32][CH3:33])=[O:31])[N:21]2[C:20]1=[O:34])=[O:17])[C:9]1[CH:14]=[CH:13][CH:12]=[CH:11][CH:10]=1. Product: [CH2:8]([C@H:15]([C:16]([NH:18][C@H:19]1[CH2:25][CH2:24][S:23][C@H:22]2[CH2:26][CH2:27][CH2:28][C@@H:29]([C:30]([O:32][CH3:33])=[O:31])[N:21]2[C:20]1=[O:34])=[O:17])[CH2:35][CH2:36][C@@H:37]([C:47](=[O:65])[NH:48][C@H:49]1[CH2:55][CH2:54][S:53][C@H:52]2[CH2:56][CH2:57][CH2:58][C@@H:59]([C:60]([O:62][CH3:63])=[O:61])[N:51]2[C:50]1=[O:64])[CH2:38][CH2:39][C:40]([OH:42])=[O:41])[C:9]1[CH:14]=[CH:13][CH:12]=[CH:11][CH:10]=1. The catalyst class is: 2.